Dataset: Forward reaction prediction with 1.9M reactions from USPTO patents (1976-2016). Task: Predict the product of the given reaction. (1) Given the reactants O1CCOCC1.Cl.[Cl:8][C:9]1[CH:10]=[CH:11][C:12]([O:48][CH:49]([F:51])[F:50])=[C:13]([C:15]2[C:19]([NH:20][C:21]([C:23]3[CH:24]=[N:25][N:26]4[CH:31]=[CH:30][CH:29]=[N:28][C:27]=34)=[O:22])=[CH:18][N:17]([CH2:32][CH2:33][N:34]3[CH2:39][CH2:38][CH:37]([NH:40]C(=O)OC(C)(C)C)[CH2:36][CH2:35]3)[N:16]=2)[CH:14]=1, predict the reaction product. The product is: [NH2:40][CH:37]1[CH2:38][CH2:39][N:34]([CH2:33][CH2:32][N:17]2[CH:18]=[C:19]([NH:20][C:21]([C:23]3[CH:24]=[N:25][N:26]4[CH:31]=[CH:30][CH:29]=[N:28][C:27]=34)=[O:22])[C:15]([C:13]3[CH:14]=[C:9]([Cl:8])[CH:10]=[CH:11][C:12]=3[O:48][CH:49]([F:51])[F:50])=[N:16]2)[CH2:35][CH2:36]1. (2) Given the reactants [F:1][C:2]1[CH:7]=[C:6](I)[CH:5]=[C:4]([F:9])[C:3]=1[C:10]([N:12]1[CH2:17][CH2:16][N:15]([C:18]2[C:23]([CH3:24])=[CH:22][C:21]([CH3:25])=[CH:20][N:19]=2)[CH2:14][CH2:13]1)=[O:11].[CH3:26][C@@H:27]1[CH2:31][CH2:30][S:29](=[O:33])(=[O:32])[NH:28]1, predict the reaction product. The product is: [F:1][C:2]1[CH:7]=[C:6]([N:28]2[C@H:27]([CH3:26])[CH2:31][CH2:30][S:29]2(=[O:33])=[O:32])[CH:5]=[C:4]([F:9])[C:3]=1[C:10]([N:12]1[CH2:17][CH2:16][N:15]([C:18]2[C:23]([CH3:24])=[CH:22][C:21]([CH3:25])=[CH:20][N:19]=2)[CH2:14][CH2:13]1)=[O:11]. (3) Given the reactants [Cl:1][C:2]1[CH:3]=[C:4]2[C:8](=[CH:9][CH:10]=1)[NH:7][C:6]([C:11]1[CH:16]=[CH:15][C:14]([Cl:17])=[CH:13][CH:12]=1)=[C:5]2[CH2:18][CH2:19][C:20](O)=[O:21].[CH3:23][O:24][C:25]1[CH:30]=[CH:29][CH:28]=[CH:27][C:26]=1[N:31]1[CH2:36][CH2:35][NH:34][CH2:33][CH2:32]1, predict the reaction product. The product is: [Cl:1][C:2]1[CH:3]=[C:4]2[C:8](=[CH:9][CH:10]=1)[NH:7][C:6]([C:11]1[CH:12]=[CH:13][C:14]([Cl:17])=[CH:15][CH:16]=1)=[C:5]2[CH2:18][CH2:19][C:20]([N:34]1[CH2:33][CH2:32][N:31]([C:26]2[CH:27]=[CH:28][CH:29]=[CH:30][C:25]=2[O:24][CH3:23])[CH2:36][CH2:35]1)=[O:21].